This data is from Full USPTO retrosynthesis dataset with 1.9M reactions from patents (1976-2016). The task is: Predict the reactants needed to synthesize the given product. (1) Given the product [CH3:1][O:2][C:3]1[CH:4]=[C:5]([CH:11]([C:14](=[O:17])[CH2:15][CH3:16])[C:12]#[N:13])[CH:6]=[CH:7][C:8]=1[O:9][CH3:10], predict the reactants needed to synthesize it. The reactants are: [CH3:1][O:2][C:3]1[CH:4]=[C:5]([CH2:11][C:12]#[N:13])[CH:6]=[CH:7][C:8]=1[O:9][CH3:10].[C:14](OCC)(=[O:17])[CH2:15][CH3:16].[O-]CC.[Na+]. (2) Given the product [CH3:22][O:21][C:19]1[CH:18]=[C:17]([C:23](=[O:53])[CH2:24][N:25]2[C:30](=[O:31])[C:29]3[CH:32]=[C:33]([CH2:35][CH3:36])[S:34][C:28]=3[N:27]([CH2:37][C:38]3[CH:43]=[CH:42][C:41]([C:44]4[CH:49]=[CH:48][CH:47]=[CH:46][C:45]=4[C:50]4[NH:3][C:4](=[O:7])[O:5][N:51]=4)=[CH:40][CH:39]=3)[C:26]2=[O:52])[CH:16]=[C:15]([O:14][CH3:13])[CH:20]=1, predict the reactants needed to synthesize it. The reactants are: [Cl-].O[NH3+:3].[C:4](=[O:7])([O-])[OH:5].[Na+].CS(C)=O.[CH3:13][O:14][C:15]1[CH:16]=[C:17]([C:23](=[O:53])[CH2:24][N:25]2[C:30](=[O:31])[C:29]3[CH:32]=[C:33]([CH2:35][CH3:36])[S:34][C:28]=3[N:27]([CH2:37][C:38]3[CH:43]=[CH:42][C:41]([C:44]4[C:45]([C:50]#[N:51])=[CH:46][CH:47]=[CH:48][CH:49]=4)=[CH:40][CH:39]=3)[C:26]2=[O:52])[CH:18]=[C:19]([O:21][CH3:22])[CH:20]=1.